Dataset: Forward reaction prediction with 1.9M reactions from USPTO patents (1976-2016). Task: Predict the product of the given reaction. (1) Given the reactants Br[C:2]1[CH:7]=[CH:6][CH:5]=[CH:4][C:3]=1[F:8].C([Li])(C)(C)C.[Cl:14][C:15]1[CH:20]=[CH:19][C:18]([CH:21]=[O:22])=[CH:17][C:16]=1[S:23]([NH2:26])(=[O:25])=[O:24], predict the reaction product. The product is: [Cl:14][C:15]1[CH:20]=[CH:19][C:18]([CH:21]([C:6]2[CH:5]=[CH:4][C:3]([F:8])=[CH:2][CH:7]=2)[OH:22])=[CH:17][C:16]=1[S:23]([NH2:26])(=[O:25])=[O:24]. (2) Given the reactants [CH3:1][CH:2]([CH2:7][C:8]([CH3:11])([CH3:10])[CH3:9])[CH2:3][C:4]([OH:6])=O.[CH2:12]([CH:16]([CH2:19][CH2:20][CH2:21][CH2:22][CH2:23][CH3:24])[CH2:17][NH2:18])[CH2:13][CH2:14][CH3:15].CC(N)=NCC1C=CC=C(CN)C=1.Cl.Cl, predict the reaction product. The product is: [CH3:1][CH:2]([CH2:7][C:8]([CH3:11])([CH3:10])[CH3:9])[CH2:3][C:4]([NH:18][CH2:17][CH:16]([CH2:12][CH2:13][CH2:14][CH3:15])[CH2:19][CH2:20][CH2:21][CH2:22][CH2:23][CH3:24])=[O:6]. (3) Given the reactants [CH2:1]([OH:4])[CH:2]=[CH2:3].C(N(CC)CC)C.[Br:12][C:13]1[CH:14]=[CH:15][C:16]([F:23])=[C:17]([CH2:19][C:20](Cl)=[O:21])[CH:18]=1, predict the reaction product. The product is: [CH2:1]([O:4][C:20](=[O:21])[CH2:19][C:17]1[CH:18]=[C:13]([Br:12])[CH:14]=[CH:15][C:16]=1[F:23])[CH:2]=[CH2:3]. (4) The product is: [CH2:27]([O:30][N:31]([C@H:47]1[CH2:52][N:51]([C:53]([O:55][C:56]([CH3:59])([CH3:58])[CH3:57])=[O:54])[C@H:50]([CH2:60][O:61][Si:62]([C:65]([CH3:68])([CH3:67])[CH3:66])([CH3:63])[CH3:64])[CH:49]=[C:48]1[C:69](=[O:71])[NH2:70])[S:32]([C:35]1[CH:40]=[CH:39][CH:38]=[CH:37][C:36]=1[N+:44]([O-:46])=[O:45])(=[O:34])=[O:33])[CH:28]=[CH2:29]. Given the reactants [Si](OC[C@@H]1C=C(C(=O)N)[C@H](O)CN1C(OC(C)(C)C)=O)(C(C)(C)C)(C)C.[CH2:27]([O:30][N:31]([C@H:47]1[CH2:52][N:51]([C:53]([O:55][C:56]([CH3:59])([CH3:58])[CH3:57])=[O:54])[C@H:50]([CH2:60][O:61][Si:62]([C:65]([CH3:68])([CH3:67])[CH3:66])([CH3:64])[CH3:63])[CH:49]=[C:48]1[C:69](=[O:71])[NH2:70])[S:32]([C:35]1[CH:40]=[CH:39][C:38]([N+]([O-])=O)=[CH:37][C:36]=1[N+:44]([O-:46])=[O:45])(=[O:34])=[O:33])[CH:28]=[CH2:29].C(ONS(C1C=CC=CC=1[N+]([O-])=O)(=O)=O)C=C.C(ONS(C1C=CC([N+]([O-])=O)=CC=1[N+]([O-])=O)(=O)=O)C=C, predict the reaction product. (5) The product is: [Br:1][C:2]1[N:3]=[CH:4][C:5]([NH2:13])=[C:6]([NH:8][C@H:9]([CH2:11][CH3:12])[CH3:10])[CH:7]=1. Given the reactants [Br:1][C:2]1[CH:7]=[C:6]([NH:8][C@H:9]([CH2:11][CH3:12])[CH3:10])[C:5]([N+:13]([O-])=O)=[CH:4][N:3]=1.C(O)(=O)C, predict the reaction product.